This data is from Full USPTO retrosynthesis dataset with 1.9M reactions from patents (1976-2016). The task is: Predict the reactants needed to synthesize the given product. (1) Given the product [CH:15]1([NH:21][CH2:11][C:10]2[CH:13]=[CH:14][C:7]([C:5]#[N:6])=[CH:8][CH:9]=2)[CH2:20][CH2:19][CH2:18][CH2:17][CH2:16]1, predict the reactants needed to synthesize it. The reactants are: C([BH3-])#N.[Na+].[C:5]([C:7]1[CH:14]=[CH:13][C:10]([CH:11]=O)=[CH:9][CH:8]=1)#[N:6].[CH:15]1([NH2:21])[CH2:20][CH2:19][CH2:18][CH2:17][CH2:16]1.C(O)(=O)C.[OH-].[Na+]. (2) Given the product [Cl:8][C:6]1[N:5]=[CH:4][N:3]=[C:2]([N:20]2[C:21]3[CH:27]=[CH:26][CH:25]=[CH:24][C:22]=3[N:23]=[C:19]2[NH2:18])[N:7]=1, predict the reactants needed to synthesize it. The reactants are: Cl[C:2]1[N:7]=[C:6]([Cl:8])[N:5]=[CH:4][N:3]=1.CCN(C(C)C)C(C)C.[NH2:18][C:19]1[NH:20][C:21]2[CH:27]=[CH:26][CH:25]=[CH:24][C:22]=2[N:23]=1.O. (3) Given the product [CH2:1]([N:8]1[C:16]2[C:11](=[CH:12][CH:13]=[CH:14][CH:15]=2)[C:10]([C:17]2[O:18][C:19]([CH:22]=[O:23])=[CH:20][CH:21]=2)=[N:9]1)[C:2]1[CH:7]=[CH:6][CH:5]=[CH:4][CH:3]=1, predict the reactants needed to synthesize it. The reactants are: [CH2:1]([N:8]1[C:16]2[C:11](=[CH:12][CH:13]=[CH:14][CH:15]=2)[C:10]([C:17]2[O:18][C:19]([CH2:22][OH:23])=[CH:20][CH:21]=2)=[N:9]1)[C:2]1[CH:7]=[CH:6][CH:5]=[CH:4][CH:3]=1. (4) Given the product [NH2:23][C:22]1[C:21]([C:19]#[N:18])=[C:33]([CH3:34])[Se:1][C:26]=1[C:13]([O:42][CH2:41][CH3:35])=[S:12], predict the reactants needed to synthesize it. The reactants are: [Se-2:1].[Na+].[Na+].CSC([S:12][CH3:13])=C(C#N)C#N.CCC([N:18]1C(=O)[NH:23][C:22]([CH3:26])=[C:21](Br)[C:19]1=O)C.ClCC(O[CH2:33][CH3:34])=O.[CH3:35][O-].[Na+].CN([CH:41]=[O:42])C. (5) Given the product [C:17]1([N:23]2[C:5]([C:4]([O:3][CH2:1][CH3:2])=[O:16])=[CH:6][C:7]([C:8]3[CH:13]=[CH:12][CH:11]=[CH:10][CH:9]=3)=[N:24]2)[CH:22]=[CH:21][CH:20]=[CH:19][CH:18]=1, predict the reactants needed to synthesize it. The reactants are: [CH2:1]([O:3][C:4](=[O:16])[C:5](=O)/[CH:6]=[C:7](\O)/[C:8]1[CH:13]=[CH:12][CH:11]=[CH:10][CH:9]=1)[CH3:2].[C:17]1([NH:23][NH2:24])[CH:22]=[CH:21][CH:20]=[CH:19][CH:18]=1.OS(O)(=O)=O. (6) The reactants are: [Cl:1][C:2]1[C:6]([NH:7][C:8](=O)[CH3:9])=[CH:5][NH:4][N:3]=1.B(F)(F)F.CCOCC.[BH4-].[Na+].Cl.C(=O)(O)[O-].[Na+]. Given the product [Cl:1][C:2]1[C:6]([NH:7][CH2:8][CH3:9])=[CH:5][NH:4][N:3]=1, predict the reactants needed to synthesize it. (7) The reactants are: [C:1]([O:4][C@H:5]1[C@H:10]([N:11]=[C:12]=[S:13])[C@@H:9]([O:14][C:15](=[O:17])[CH3:16])[C@H:8]([O:18][C:19](=[O:21])[CH3:20])[C@@H:7]([CH2:22][O:23][C:24](=[O:26])[CH3:25])[O:6]1)(=[O:3])[CH3:2].Cl.[CH3:28][NH2:29]. Given the product [C:1]([O:4][C@H:5]1[C@H:10]([NH:11][C:12]([NH:29][CH3:28])=[S:13])[C@@H:9]([O:14][C:15](=[O:17])[CH3:16])[C@H:8]([O:18][C:19](=[O:21])[CH3:20])[C@@H:7]([CH2:22][O:23][C:24](=[O:26])[CH3:25])[O:6]1)(=[O:3])[CH3:2], predict the reactants needed to synthesize it. (8) Given the product [I:11][CH:2]([O:4][C:5](=[O:10])[C:6]([CH3:9])([CH3:8])[CH3:7])[CH3:3], predict the reactants needed to synthesize it. The reactants are: Cl[CH:2]([O:4][C:5](=[O:10])[C:6]([CH3:9])([CH3:8])[CH3:7])[CH3:3].[I-:11].[Na+]. (9) Given the product [NH2:1][C:4]1[CH:12]=[CH:11][CH:10]=[C:9]2[C:5]=1[C:6]([C:20]([O:22][CH3:23])=[O:21])=[N:7][N:8]2[C:13]([O:15][C:16]([CH3:19])([CH3:18])[CH3:17])=[O:14], predict the reactants needed to synthesize it. The reactants are: [N+:1]([C:4]1[CH:12]=[CH:11][CH:10]=[C:9]2[C:5]=1[C:6]([C:20]([O:22][CH3:23])=[O:21])=[N:7][N:8]2[C:13]([O:15][C:16]([CH3:19])([CH3:18])[CH3:17])=[O:14])([O-])=O. (10) Given the product [CH3:1][C:2]1[O:6][N:5]=[C:4]([C:7]2[CH:8]=[CH:9][CH:10]=[CH:11][CH:12]=2)[C:3]=1[CH2:13][O:14][C:15]1[CH:23]=[CH:22][C:18]([C:19]([NH:24][CH2:25][CH2:26][N:27]2[CH2:31][CH2:30][NH:29][C:28]2=[O:32])=[O:21])=[CH:17][N:16]=1, predict the reactants needed to synthesize it. The reactants are: [CH3:1][C:2]1[O:6][N:5]=[C:4]([C:7]2[CH:12]=[CH:11][CH:10]=[CH:9][CH:8]=2)[C:3]=1[CH2:13][O:14][C:15]1[CH:23]=[CH:22][C:18]([C:19]([OH:21])=O)=[CH:17][N:16]=1.[NH2:24][CH2:25][CH2:26][N:27]1[CH2:31][CH2:30][NH:29][C:28]1=[O:32].